Dataset: Reaction yield outcomes from USPTO patents with 853,638 reactions. Task: Predict the reaction yield, written as a fraction of the theoretical maximum amount of product (1.0 means a 100% yield; for example, 0.34 means a 34% yield). (1) The reactants are [CH3:1][C:2]1[CH:7]=[CH:6][C:5]([S:8]([N:11]([C@H:16]([C:41]([NH2:43])=[O:42])[CH2:17][CH2:18][CH2:19][CH2:20][NH:21][C:22]([C@@H:24]([NH:32][S:33]([C:36]2[S:40][CH:39]=[CH:38][CH:37]=2)(=[O:35])=[O:34])[CH2:25][C:26]2[CH:31]=[CH:30][CH:29]=[CH:28][CH:27]=2)=[O:23])[CH2:12][CH:13]([CH3:15])[CH3:14])(=[O:10])=[O:9])=[CH:4][CH:3]=1.[NH2:44]N. The catalyst is C(O)C. The product is [CH3:1][C:2]1[CH:3]=[CH:4][C:5]([S:8]([N:11]([C@H:16]([C:41]([NH:43][NH2:44])=[O:42])[CH2:17][CH2:18][CH2:19][CH2:20][NH:21][C:22]([C@@H:24]([NH:32][S:33]([C:36]2[S:40][CH:39]=[CH:38][CH:37]=2)(=[O:34])=[O:35])[CH2:25][C:26]2[CH:31]=[CH:30][CH:29]=[CH:28][CH:27]=2)=[O:23])[CH2:12][CH:13]([CH3:15])[CH3:14])(=[O:9])=[O:10])=[CH:6][CH:7]=1. The yield is 0.600. (2) The reactants are [F:1][C:2]1[C:10]([CH2:11][CH2:12][C:13]2[CH:14]=[N:15][C:16]([NH:19][C:20]3[CH:25]=[CH:24][C:23]([CH2:26][N:27]4[CH2:32][CH2:31][O:30][CH2:29][CH2:28]4)=[CH:22][N:21]=3)=[N:17][CH:18]=2)=[CH:9][C:5]([C:6](O)=[O:7])=[CH:4][C:3]=1[O:33][CH3:34].Cl.CN.C[CH2:39][N:40](C(C)C)C(C)C.CN(C(ON1N=NC2C=CC=NC1=2)=[N+](C)C)C.F[P-](F)(F)(F)(F)F. The yield is 0.347. The product is [F:1][C:2]1[C:10]([CH2:11][CH2:12][C:13]2[CH:18]=[N:17][C:16]([NH:19][C:20]3[CH:25]=[CH:24][C:23]([CH2:26][N:27]4[CH2:28][CH2:29][O:30][CH2:31][CH2:32]4)=[CH:22][N:21]=3)=[N:15][CH:14]=2)=[CH:9][C:5]([C:6]([NH:40][CH3:39])=[O:7])=[CH:4][C:3]=1[O:33][CH3:34]. The catalyst is CN(C=O)C. (3) The reactants are [CH3:1][C:2]1[C:6]2[CH:7]=[C:8]([C:11]3([C:14]([O:16]C)=[O:15])[CH2:13][CH2:12]3)[CH:9]=[CH:10][C:5]=2[O:4][N:3]=1.O[Li].O. The catalyst is CO.O. The product is [CH3:1][C:2]1[C:6]2[CH:7]=[C:8]([C:11]3([C:14]([OH:16])=[O:15])[CH2:12][CH2:13]3)[CH:9]=[CH:10][C:5]=2[O:4][N:3]=1. The yield is 0.320. (4) The reactants are [OH:1][C@H:2]1[CH2:19][CH2:18][C@@:17]2([CH3:20])[C@@H:4]([CH2:5][CH2:6][C@:7]3([CH3:48])[C@@H:16]2[CH2:15][CH2:14][C@H:13]2[C@@:8]3([CH3:47])[CH2:9][CH2:10][C@@:11]3([C:28]([N:30]4[CH2:35][CH2:34][CH:33]([C:36]([NH:38][CH2:39][CH2:40][N:41]5[CH2:46][CH2:45][O:44][CH2:43][CH2:42]5)=[O:37])[CH2:32][CH2:31]4)=[O:29])[CH2:23][CH2:22][C@@H:21]([C:24]4([CH3:27])[CH2:26][CH2:25]4)[C@@H:12]32)[C:3]1([CH3:50])[CH3:49].[CH3:51][C:52]1([CH3:59])[CH2:57][C:56](=[O:58])[O:55][C:53]1=[O:54].C1(C)C=CC=CC=1. The catalyst is ClCCl. The product is [CH3:51][C:52]([CH3:59])([CH2:57][C:56](=[O:58])[O:1][C@H:2]1[CH2:19][CH2:18][C@@:17]2([CH3:20])[C@@H:4]([CH2:5][CH2:6][C@:7]3([CH3:48])[C@@H:16]2[CH2:15][CH2:14][C@H:13]2[C@@:8]3([CH3:47])[CH2:9][CH2:10][C@@:11]3([C:28]([N:30]4[CH2:35][CH2:34][CH:33]([C:36](=[O:37])[NH:38][CH2:39][CH2:40][N:41]5[CH2:46][CH2:45][O:44][CH2:43][CH2:42]5)[CH2:32][CH2:31]4)=[O:29])[CH2:23][CH2:22][C@@H:21]([C:24]4([CH3:27])[CH2:25][CH2:26]4)[C@@H:12]32)[C:3]1([CH3:50])[CH3:49])[C:53]([OH:55])=[O:54]. The yield is 0.704.